Dataset: Full USPTO retrosynthesis dataset with 1.9M reactions from patents (1976-2016). Task: Predict the reactants needed to synthesize the given product. Given the product [CH3:1][O:2][C:3]1[CH:17]=[CH:16][C:6]2[N:7]=[N:8][N:9]([CH2:12][C:13]([NH:28][C@H:26]([C:23]3[CH:22]=[CH:21][C:20]([C:19]([F:18])([F:29])[F:30])=[CH:25][CH:24]=3)[CH3:27])=[O:15])[C:10](=[O:11])[C:5]=2[CH:4]=1, predict the reactants needed to synthesize it. The reactants are: [CH3:1][O:2][C:3]1[CH:17]=[CH:16][C:6]2[N:7]=[N:8][N:9]([CH2:12][C:13]([OH:15])=O)[C:10](=[O:11])[C:5]=2[CH:4]=1.[F:18][C:19]([F:30])([F:29])[C:20]1[CH:25]=[CH:24][C:23]([C@@H:26]([NH2:28])[CH3:27])=[CH:22][CH:21]=1.